From a dataset of Full USPTO retrosynthesis dataset with 1.9M reactions from patents (1976-2016). Predict the reactants needed to synthesize the given product. Given the product [CH3:40][O:39][C:21]1[C:22]([N:24]2[CH2:30][CH:29]([OH:31])[CH2:28][NH:27][CH2:26][CH2:25]2)=[N:23][C:18]([N:16]2[C:10]3[CH:9]=[C:8]([C:6]4[CH:5]=[N:4][CH:3]=[C:2]([CH3:1])[N:7]=4)[N:13]=[CH:12][C:11]=3[CH:14]=[N:15]2)=[CH:19][CH:20]=1, predict the reactants needed to synthesize it. The reactants are: [CH3:1][C:2]1[N:7]=[C:6]([C:8]2[N:13]=[CH:12][C:11]3[CH:14]=[N:15][NH:16][C:10]=3[CH:9]=2)[CH:5]=[N:4][CH:3]=1.Br[C:18]1[N:23]=[C:22]([N:24]2[CH2:30][CH:29]([OH:31])[CH2:28][N:27](C(OC(C)(C)C)=O)[CH2:26][CH2:25]2)[C:21]([O:39][CH3:40])=[CH:20][CH:19]=1.